From a dataset of Catalyst prediction with 721,799 reactions and 888 catalyst types from USPTO. Predict which catalyst facilitates the given reaction. (1) Reactant: [Br:1]N1C(=O)CCC1=O.[CH2:9]([CH:17]([CH2:24][CH2:25][CH2:26][CH2:27][CH2:28][CH2:29][CH2:30][CH2:31][CH2:32][CH3:33])[CH2:18][C:19]1[CH:23]=[CH:22][S:21][CH:20]=1)[CH2:10][CH2:11][CH2:12][CH2:13][CH2:14][CH2:15][CH3:16]. Product: [Br:1][C:20]1[S:21][CH:22]=[CH:23][C:19]=1[CH2:18][CH:17]([CH2:9][CH2:10][CH2:11][CH2:12][CH2:13][CH2:14][CH2:15][CH3:16])[CH2:24][CH2:25][CH2:26][CH2:27][CH2:28][CH2:29][CH2:30][CH2:31][CH2:32][CH3:33]. The catalyst class is: 9. (2) Reactant: [Cl:1][C:2]1[CH:7]=[C:6]2[CH2:8][O:9][C:10]3[CH:33]=[C:32]4[C:13]([CH2:14][CH2:15][C:16]5[N:20]=[C:19]([C@@H:21]6[CH2:25][C@H:24]([O:26][CH2:27][CH3:28])[CH2:23][N:22]6[C:29]([O-:31])=[O:30])[NH:18][C:17]=54)=[CH:12][C:11]=3[C:5]2=[CH:4][CH:3]=1. Product: [Cl:1][C:2]1[CH:7]=[C:6]2[CH2:8][O:9][C:10]3[CH:33]=[C:32]4[C:13]([CH:14]=[CH:15][C:16]5[N:20]=[C:19]([C@@H:21]6[CH2:25][C@H:24]([O:26][CH2:27][CH3:28])[CH2:23][N:22]6[C:29]([O:31][C:5]([CH3:11])([CH3:6])[CH3:4])=[O:30])[NH:18][C:17]=54)=[CH:12][C:11]=3[C:5]2=[CH:4][CH:3]=1. The catalyst class is: 177. (3) The catalyst class is: 5. Product: [Cl:1][C:2]1[CH:7]=[CH:6][C:5]([OH:8])=[CH:4][C:3]=1[C:15]([NH:17][CH2:18][C:19]1[CH:20]=[CH:21][C:22]([C:23]([O:25][CH3:26])=[O:24])=[CH:27][CH:28]=1)=[O:16]. Reactant: [Cl:1][C:2]1[CH:7]=[CH:6][C:5]([O:8]C(=O)C(C)(C)C)=[CH:4][C:3]=1[C:15]([NH:17][CH2:18][C:19]1[CH:28]=[CH:27][C:22]([C:23]([O:25][CH3:26])=[O:24])=[CH:21][CH:20]=1)=[O:16].C[O-].[Na+].